This data is from Full USPTO retrosynthesis dataset with 1.9M reactions from patents (1976-2016). The task is: Predict the reactants needed to synthesize the given product. (1) Given the product [Cl-:11].[CH3:13][O:7][C:6]([CH:4]1[CH2:5][S:1][CH2:2][NH2+:3]1)=[O:8], predict the reactants needed to synthesize it. The reactants are: [S:1]1[CH2:5][CH:4]([C:6]([OH:8])=[O:7])[NH:3][CH2:2]1.S(Cl)([Cl:11])=O.[CH3:13]O. (2) Given the product [F:15][C@@H:6]1[CH2:5][CH2:4][N:3]([C:8]([O:10][C:11]([CH3:14])([CH3:13])[CH3:12])=[O:9])[CH2:2][C@H:1]1[OH:7], predict the reactants needed to synthesize it. The reactants are: [CH:1]12[O:7][CH:6]1[CH2:5][CH2:4][N:3]([C:8]([O:10][C:11]([CH3:14])([CH3:13])[CH3:12])=[O:9])[CH2:2]2.[FH:15].F.F.C(N(CC)CC)C.C(=O)(O)[O-].[Na+].C(Cl)Cl. (3) Given the product [CH3:37][C:34]([O:33][C:31]([N:47]([C:48]([O:50][C:51]([CH3:52])([CH3:53])[CH3:54])=[O:49])[C:46]([NH:55][CH2:56][CH2:57][C:58]([O:60][CH2:64][CH2:63][CH:62]=[CH2:61])=[O:59])=[NH:45])=[O:32])([CH3:35])[CH3:36], predict the reactants needed to synthesize it. The reactants are: NCCC(O)=O.C[Si](Cl)(C)C.C(N(CC)CC)C.[C:34]([O:33][C:31](NC(=N[C:31]([O:33][C:34]([CH3:37])([CH3:36])[CH3:35])=[O:32])SC)=[O:32])([CH3:37])([CH3:36])[CH3:35].CC(OC([NH:45][C:46]([NH:55][CH2:56][CH2:57][C:58]([OH:60])=[O:59])=[N:47][C:48]([O:50][C:51]([CH3:54])([CH3:53])[CH3:52])=[O:49])=O)(C)C.[CH2:61](O)[CH2:62][CH:63]=[CH2:64].C1CCC(N=C=NC2CCCCC2)CC1. (4) Given the product [CH2:1]([C:4]1[C:5]([O:17][CH2:24][C:25]2[CH:30]=[CH:29][CH:28]=[CH:27][CH:26]=2)=[C:6]2[C:11](=[C:12]([O:14][CH3:15])[CH:13]=1)[C@H:10]1[CH2:16][C@@H:7]2[CH2:8][CH2:9]1)[CH:2]=[CH2:3], predict the reactants needed to synthesize it. The reactants are: [CH2:1]([C:4]1[CH:13]=[C:12]([O:14][CH3:15])[C:11]2[C@H:10]3[CH2:16][C@H:7]([CH2:8][CH2:9]3)[C:6]=2[C:5]=1[OH:17])[CH:2]=[CH2:3].C(=O)([O-])[O-].[K+].[K+].[CH2:24](Br)[C:25]1[CH:30]=[CH:29][CH:28]=[CH:27][CH:26]=1.C(OC1C2CCCC=2C=CC=1CC=C)C1C=CC=CC=1. (5) The reactants are: [Cl:1][C:2]1[C:9]([CH3:10])=[C:8]([NH:11][C@@H:12]([C:16]2[O:17][C:18]([C:21]3[CH:26]=[CH:25][C:24]([C:27]#[N:28])=[CH:23][CH:22]=3)=[N:19][N:20]=2)[C@@H:13]([OH:15])[CH3:14])[CH:7]=[CH:6][C:3]=1[C:4]#[N:5].N1C=CC=CC=1.[C:35](Cl)(=[O:39])[CH2:36][CH2:37][CH3:38]. Given the product [C:35]([O:15][C@@H:13]([CH3:14])[C@@H:12]([NH:11][C:8]1[CH:7]=[CH:6][C:3]([C:4]#[N:5])=[C:2]([Cl:1])[C:9]=1[CH3:10])[C:16]1[O:17][C:18]([C:21]2[CH:22]=[CH:23][C:24]([C:27]#[N:28])=[CH:25][CH:26]=2)=[N:19][N:20]=1)(=[O:39])[CH2:36][CH2:37][CH3:38], predict the reactants needed to synthesize it. (6) The reactants are: [C:1]1([N:7]([C:9]2[CH:14]=[CH:13][CH:12]=[CH:11][CH:10]=2)[NH2:8])[CH:6]=[CH:5][CH:4]=[CH:3][CH:2]=1.[OH:15][C:16]1[CH:23]=[C:22]([OH:24])[CH:21]=[CH:20][C:17]=1[CH:18]=O. Given the product [C:1]1([N:7]([C:9]2[CH:14]=[CH:13][CH:12]=[CH:11][CH:10]=2)[N:8]=[CH:18][C:17]2[CH:20]=[CH:21][C:22]([OH:24])=[CH:23][C:16]=2[OH:15])[CH:2]=[CH:3][CH:4]=[CH:5][CH:6]=1, predict the reactants needed to synthesize it. (7) Given the product [C:39]([N:31]([C:32]1[CH:37]=[CH:36][C:35]([Cl:38])=[CH:34][CH:33]=1)[C@H:24]1[C:25]2[C:30](=[CH:29][CH:28]=[CH:27][CH:26]=2)[N:21]([C:19]([C:16]2[CH:17]=[CH:18][C:13]([O:12][CH:9]3[CH2:10][CH2:11][CH:6]([C:4]([OH:5])=[O:3])[CH2:7][CH2:8]3)=[CH:14][CH:15]=2)=[O:20])[C@@H:22]([CH3:42])[CH2:23]1)(=[O:41])[CH3:40], predict the reactants needed to synthesize it. The reactants are: C([O:3][C:4]([CH:6]1[CH2:11][CH2:10][CH:9]([O:12][C:13]2[CH:18]=[CH:17][C:16]([C:19]([N:21]3[C:30]4[C:25](=[CH:26][CH:27]=[CH:28][CH:29]=4)[C@H:24]([N:31]([C:39](=[O:41])[CH3:40])[C:32]4[CH:37]=[CH:36][C:35]([Cl:38])=[CH:34][CH:33]=4)[CH2:23][C@@H:22]3[CH3:42])=[O:20])=[CH:15][CH:14]=2)[CH2:8][CH2:7]1)=[O:5])C.C(O)C.[OH-].[Na+]. (8) Given the product [F:42][C:43]([F:53])([F:54])[O:44][C:45]1[CH:52]=[CH:51][C:48]([CH2:49][NH:50][C:30]([C:28]2[CH:27]=[CH:26][C:12]3[N:13]([CH2:14][C:15]4[CH:20]=[CH:19][C:18]([O:21][C:22]([F:25])([F:23])[F:24])=[CH:17][CH:16]=4)[C:9]([CH2:8][O:1][C:2]4[CH:3]=[CH:4][CH:5]=[CH:6][CH:7]=4)=[N:10][C:11]=3[CH:29]=2)=[O:31])=[CH:47][CH:46]=1, predict the reactants needed to synthesize it. The reactants are: [O:1]([CH2:8][C:9]1[N:13]([CH2:14][C:15]2[CH:20]=[CH:19][C:18]([O:21][C:22]([F:25])([F:24])[F:23])=[CH:17][CH:16]=2)[C:12]2[CH:26]=[CH:27][C:28]([C:30](O)=[O:31])=[CH:29][C:11]=2[N:10]=1)[C:2]1[CH:7]=[CH:6][CH:5]=[CH:4][CH:3]=1.CC(C)N=C=NC(C)C.[F:42][C:43]([F:54])([F:53])[O:44][C:45]1[CH:52]=[CH:51][C:48]([CH2:49][NH2:50])=[CH:47][CH:46]=1.